From a dataset of Full USPTO retrosynthesis dataset with 1.9M reactions from patents (1976-2016). Predict the reactants needed to synthesize the given product. (1) Given the product [Cl:14][C:15]1[N:16]=[C:17]([CH3:22])[CH:18]=[C:19]([C:6]2[CH:7]=[CH:8][C:3]([C:2]([F:13])([F:12])[F:1])=[CH:4][CH:5]=2)[N:20]=1, predict the reactants needed to synthesize it. The reactants are: [F:1][C:2]([F:13])([F:12])[C:3]1[CH:8]=[CH:7][C:6](B(O)O)=[CH:5][CH:4]=1.[Cl:14][C:15]1[N:20]=[C:19](Cl)[CH:18]=[C:17]([CH3:22])[N:16]=1.C(=O)([O-])[O-].[Na+].[Na+]. (2) Given the product [Br:1][C:2]1[CH:10]=[C:9]([CH3:11])[C:8]([O:12][CH2:13][CH3:14])=[CH:7][C:3]=1[CH2:4][OH:5], predict the reactants needed to synthesize it. The reactants are: [Br:1][C:2]1[CH:10]=[C:9]([CH3:11])[C:8]([O:12][CH2:13][CH3:14])=[CH:7][C:3]=1[C:4]([O-])=[O:5].CC(C[AlH]CC(C)C)C.CCOC(C)=O. (3) Given the product [CH3:32][O:33][C:34]1[CH:35]=[CH:36][C:37]([S:40]([C:43]2([C:58]([OH:60])=[O:59])[CH2:44][CH2:45][N:46]([CH2:49][CH2:50][O:51][C:52]3[CH:53]=[CH:54][CH:55]=[CH:56][CH:57]=3)[CH2:47][CH2:48]2)(=[O:41])=[O:42])=[CH:38][CH:39]=1.[OH:12][NH:9][C:58]([C:43]1([S:40]([C:37]2[CH:38]=[CH:39][C:34]([O:33][CH3:32])=[CH:35][CH:36]=2)(=[O:42])=[O:41])[CH2:48][CH2:47][N:46]([CH2:49][CH2:50][O:51][C:52]2[CH:57]=[CH:56][CH:55]=[CH:54][CH:53]=2)[CH2:45][CH2:44]1)=[O:60], predict the reactants needed to synthesize it. The reactants are: C(OC(C1(S(C2C=CC(OC)=CC=2)(=O)=O)CC[N:9]([O:12]CCC2C=CC=CC=2)CC1)=O)C.[CH3:32][O:33][C:34]1[CH:39]=[CH:38][C:37]([S:40]([C:43]2([C:58]([OH:60])=[O:59])[CH2:48][CH2:47][N:46]([CH2:49][CH2:50][O:51][C:52]3[CH:57]=[CH:56][CH:55]=[CH:54][CH:53]=3)[CH2:45][CH2:44]2)(=[O:42])=[O:41])=[CH:36][CH:35]=1. (4) Given the product [NH2:22][C:19]1[CH:18]=[CH:17][C:16]([S:13]([NH:12][C:10]2[C:9]([F:25])=[CH:8][C:3]([C:4]([O:6][CH3:7])=[O:5])=[C:2]([F:1])[CH:11]=2)(=[O:15])=[O:14])=[CH:21][CH:20]=1, predict the reactants needed to synthesize it. The reactants are: [F:1][C:2]1[CH:11]=[C:10]([NH:12][S:13]([C:16]2[CH:21]=[CH:20][C:19]([N+:22]([O-])=O)=[CH:18][CH:17]=2)(=[O:15])=[O:14])[C:9]([F:25])=[CH:8][C:3]=1[C:4]([O:6][CH3:7])=[O:5].[H][H]. (5) The reactants are: C[O:2][C:3]([C:5]1([CH3:11])[CH2:10][CH2:9][O:8][CH2:7][CH2:6]1)=O.CC(C[AlH]CC(C)C)C.[NH4+].[Cl-].C(C(C(C([O-])=O)O)O)([O-])=O.[K+].[Na+]. Given the product [CH3:11][C:5]1([CH2:3][OH:2])[CH2:10][CH2:9][O:8][CH2:7][CH2:6]1, predict the reactants needed to synthesize it.